Dataset: Forward reaction prediction with 1.9M reactions from USPTO patents (1976-2016). Task: Predict the product of the given reaction. (1) Given the reactants [CH:1]1([C:4]([N:6]2[CH2:10][CH2:9][C@@H:8]([CH2:11][NH:12][C:13]3[C:18]([N+:19]([O-])=O)=[CH:17][CH:16]=[C:15]([O:22][CH3:23])[N:14]=3)[CH2:7]2)=[O:5])[CH2:3][CH2:2]1.[H][H], predict the reaction product. The product is: [CH:1]1([C:4]([N:6]2[CH2:10][CH2:9][C@@H:8]([CH2:11][NH:12][C:13]3[C:18]([NH2:19])=[CH:17][CH:16]=[C:15]([O:22][CH3:23])[N:14]=3)[CH2:7]2)=[O:5])[CH2:3][CH2:2]1. (2) Given the reactants [CH3:1][O:2][C:3]1[CH:4]=[CH:5][C:6]2[O:10][C:9]([CH:11]([NH:20][C:21]3[CH:26]=[CH:25][C:24]([C:27]([N:29]([CH3:37])[CH2:30][CH2:31][C:32]([O:34]CC)=[O:33])=[O:28])=[CH:23][CH:22]=3)[CH2:12][CH2:13][CH2:14][CH2:15][S:16]([CH3:19])(=[O:18])=[O:17])=[C:8]([CH3:38])[C:7]=2[CH:39]=1.O1CCCC1.[OH-].[Na+], predict the reaction product. The product is: [CH3:1][O:2][C:3]1[CH:4]=[CH:5][C:6]2[O:10][C:9]([CH:11]([NH:20][C:21]3[CH:22]=[CH:23][C:24]([C:27]([N:29]([CH3:37])[CH2:30][CH2:31][C:32]([OH:34])=[O:33])=[O:28])=[CH:25][CH:26]=3)[CH2:12][CH2:13][CH2:14][CH2:15][S:16]([CH3:19])(=[O:17])=[O:18])=[C:8]([CH3:38])[C:7]=2[CH:39]=1. (3) Given the reactants Cl.[Cl:2][C:3]1[C:8]([Cl:9])=[CH:7][CH:6]=[CH:5][C:4]=1[N:10]1[CH2:15][CH2:14][NH:13][CH2:12][CH2:11]1.C(N(C(C)C)CC)(C)C.Cl[CH2:26][CH2:27][CH2:28][C:29]([N:31]1[C:39]2[C:34](=[CH:35][CH:36]=[CH:37][CH:38]=2)[CH2:33][CH2:32]1)=[O:30].O, predict the reaction product. The product is: [Cl:2][C:3]1[C:8]([Cl:9])=[CH:7][CH:6]=[CH:5][C:4]=1[N:10]1[CH2:15][CH2:14][N:13]([CH2:26][CH2:27][CH2:28][C:29]([N:31]2[C:39]3[C:34](=[CH:35][CH:36]=[CH:37][CH:38]=3)[CH2:33][CH2:32]2)=[O:30])[CH2:12][CH2:11]1. (4) Given the reactants [K+].[Br-:2].C(OC(N1CCN(C2N=C3C(N=C([C:25]4[C:26](OC)=[N:27][CH:28]=[CH:29][C:30]=4I)N3)=C(C)N=2)CC1)=O)(C)(C)C.[C:35](OC(N1CCN(C2N=C(C)C(N)=C([N+]([O-])=O)N=2)CC1)=O)([CH3:38])([CH3:37])[CH3:36].[H][H].I[C:62]1[CH:67]=[CH:66]N=C(OC)C=1C=O.[C:72]([OH:75])(=[O:74])C.[C:76]([OH:79])(=O)C.IC1C=CC=CC=1, predict the reaction product. The product is: [C:35]([O:75][C:72](=[O:74])[NH:27][C@H:28]([CH2:76][OH:79])[CH2:29][C:30]1[CH:25]=[CH:26][CH:66]=[C:67]([Br:2])[CH:62]=1)([CH3:36])([CH3:37])[CH3:38]. (5) Given the reactants Br[C:2]1[CH:3]=[C:4]([CH:7]=[C:8]([O:10][CH3:11])[CH:9]=1)[CH:5]=[O:6].[CH3:12][N:13](C=O)C, predict the reaction product. The product is: [CH:5]([C:4]1[CH:3]=[C:2]([CH:9]=[C:8]([O:10][CH3:11])[CH:7]=1)[C:12]#[N:13])=[O:6]. (6) Given the reactants [C:1]([O:4][CH2:5][C:6]1[C:11](B2OC(C)(C)C(C)(C)O2)=[CH:10][CH:9]=[CH:8][C:7]=1[N:21]1[CH2:26][CH2:25][C:24]2[C:27]3[CH2:33][CH2:32][CH2:31][CH2:30][C:28]=3[S:29][C:23]=2[C:22]1=[O:34])(=[O:3])[CH3:2].Br[C:36]1[CH:37]=[C:38]([NH:44][C:45]2[CH:54]=[C:48]3[CH2:49][N:50]([CH3:53])[CH2:51][CH2:52][N:47]3[N:46]=2)[C:39](=[O:43])[N:40]([CH3:42])[CH:41]=1.CC(O[Na])=O.[O-]P([O-])([O-])=O.[K+].[K+].[K+], predict the reaction product. The product is: [C:1]([O:4][CH2:5][C:6]1[C:7]([N:21]2[C:22](=[O:34])[C:23]3[S:29][C:28]4[CH2:30][CH2:31][CH2:32][CH2:33][C:27]=4[C:24]=3[CH2:25][CH2:26]2)=[CH:8][CH:9]=[CH:10][C:11]=1[C:36]1[CH:37]=[C:38]([NH:44][C:45]2[CH:54]=[C:48]3[CH2:49][N:50]([CH3:53])[CH2:51][CH2:52][N:47]3[N:46]=2)[C:39](=[O:43])[N:40]([CH3:42])[CH:41]=1)(=[O:3])[CH3:2]. (7) Given the reactants [H-].[Na+].[C:3]([O:7][C:8](=[O:18])[CH2:9][CH2:10][CH2:11][N:12]([CH2:14][C@@H:15]([OH:17])[CH3:16])[CH3:13])([CH3:6])([CH3:5])[CH3:4].Cl[C:20]1[C:21]2[C:28]([C:29]3[CH:34]=[CH:33][C:32]([O:35][CH3:36])=[CH:31][CH:30]=3)=[C:27]([C:37]3[CH:42]=[CH:41][CH:40]=[CH:39][C:38]=3[F:43])[O:26][C:22]=2[N:23]=[CH:24][N:25]=1.O, predict the reaction product. The product is: [C:3]([O:7][C:8](=[O:18])[CH2:9][CH2:10][CH2:11][N:12]([CH2:14][C@@H:15]([O:17][C:20]1[C:21]2[C:28]([C:29]3[CH:30]=[CH:31][C:32]([O:35][CH3:36])=[CH:33][CH:34]=3)=[C:27]([C:37]3[CH:42]=[CH:41][CH:40]=[CH:39][C:38]=3[F:43])[O:26][C:22]=2[N:23]=[CH:24][N:25]=1)[CH3:16])[CH3:13])([CH3:4])([CH3:6])[CH3:5]. (8) Given the reactants CC(OI1(OC(C)=O)(OC(C)=O)OC(=O)C2C=CC=CC1=2)=O.[OH:23][C:24]([C:35]1[C:43]2[NH:42][C:41](=[O:44])[NH:40][C:39]=2[CH:38]=[C:37]([C:45]2[C:46]([CH3:51])=[N:47][O:48][C:49]=2[CH3:50])[CH:36]=1)([C:29]1[CH:34]=[CH:33][CH:32]=[CH:31][N:30]=1)[CH:25]([OH:28])[CH2:26][CH3:27], predict the reaction product. The product is: [CH3:51][C:46]1[C:45]([C:37]2[CH:36]=[C:35]([C:24]([OH:23])([C:29]3[CH:34]=[CH:33][CH:32]=[CH:31][N:30]=3)[C:25](=[O:28])[CH2:26][CH3:27])[C:43]3[NH:42][C:41](=[O:44])[NH:40][C:39]=3[CH:38]=2)=[C:49]([CH3:50])[O:48][N:47]=1. (9) Given the reactants C[O:2][C:3]1[CH:11]=[CH:10][CH:9]=[C:8]2[C:4]=1[CH2:5][CH2:6]/[C:7]/2=[CH:12]\[C:13]([O:15][CH2:16][CH3:17])=[O:14].C([O-])=O.[NH4+], predict the reaction product. The product is: [OH:2][C:3]1[CH:11]=[CH:10][CH:9]=[C:8]2[C:4]=1[CH2:5][CH2:6][CH:7]2[CH2:12][C:13]([O:15][CH2:16][CH3:17])=[O:14]. (10) Given the reactants [Si]([O:18][C@@H:19]1[CH2:24][CH2:23][CH2:22][C@H:21]([CH2:25][CH:26]=[C:27]([CH2:35][CH3:36])[C:28]([O:30][C:31]([CH3:34])([CH3:33])[CH3:32])=[O:29])[CH2:20]1)(C(C)(C)C)(C1C=CC=CC=1)C1C=CC=CC=1.[F-].C([N+](CCCC)(CCCC)CCCC)CCC, predict the reaction product. The product is: [CH2:35]([C:27](=[CH:26][CH2:25][C@H:21]1[CH2:22][CH2:23][CH2:24][C@@H:19]([OH:18])[CH2:20]1)[C:28]([O:30][C:31]([CH3:34])([CH3:32])[CH3:33])=[O:29])[CH3:36].